This data is from Reaction yield outcomes from USPTO patents with 853,638 reactions. The task is: Predict the reaction yield, written as a fraction of the theoretical maximum amount of product (1.0 means a 100% yield; for example, 0.34 means a 34% yield). (1) The reactants are Cl.[OH:2][C@H:3]1[CH2:7][NH:6][C@H:5]([C:8]([NH:10][CH2:11][C:12]2[CH:17]=[CH:16][C:15]([C:18]3[S:22][CH:21]=[N:20][C:19]=3[CH3:23])=[CH:14][C:13]=2[OH:24])=[O:9])[CH2:4]1.[CH3:25][CH:26]([CH3:41])[C@@H:27]([N:31]1[CH2:39][C:38]2[C:33](=[CH:34][CH:35]=[CH:36][CH:37]=2)[C:32]1=[O:40])[C:28](O)=[O:29].CCN(C(C)C)C(C)C.CN(C(ON1N=NC2C=CC=NC1=2)=[N+](C)C)C.F[P-](F)(F)(F)(F)F. The catalyst is CN(C=O)C. The product is [OH:2][C@H:3]1[CH2:7][N:6]([C:28](=[O:29])[C@H:27]([N:31]2[CH2:39][C:38]3[C:33](=[CH:34][CH:35]=[CH:36][CH:37]=3)[C:32]2=[O:40])[CH:26]([CH3:41])[CH3:25])[C@H:5]([C:8]([NH:10][CH2:11][C:12]2[CH:17]=[CH:16][C:15]([C:18]3[S:22][CH:21]=[N:20][C:19]=3[CH3:23])=[CH:14][C:13]=2[OH:24])=[O:9])[CH2:4]1. The yield is 0.660. (2) The reactants are [CH3:1][O:2][C:3]1[CH:4]=[CH:5][CH:6]=[C:7]2[C:12]=1[N:11]=[C:10]([C:13]1[CH:18]=[CH:17][CH:16]=[CH:15][C:14]=1[C:19]([F:22])([F:21])[F:20])[NH:9][C:8]2=O.Cl.C(N(CC)CC)C.O=P(Cl)(Cl)[Cl:34]. No catalyst specified. The product is [Cl:34][C:8]1[C:7]2[C:12](=[C:3]([O:2][CH3:1])[CH:4]=[CH:5][CH:6]=2)[N:11]=[C:10]([C:13]2[CH:18]=[CH:17][CH:16]=[CH:15][C:14]=2[C:19]([F:22])([F:21])[F:20])[N:9]=1. The yield is 0.890. (3) The reactants are [ClH:1].[CH:2]1[C:11]2[C:6](=[CH:7][CH:8]=[CH:9][CH:10]=2)[CH:5]=[C:4]([C:12]2[CH:17]=[CH:16][C:15]([OH:18])=[CH:14][CH:13]=2)[N:3]=1. No catalyst specified. The product is [ClH:1].[CH:2]1[C:11]2[C:6](=[CH:7][CH:8]=[CH:9][CH:10]=2)[CH:5]=[C:4]([C:12]2[CH:17]=[CH:16][C:15]([OH:18])=[CH:14][CH:13]=2)[N:3]=1. The yield is 0.770. (4) The reactants are [Br:1][C:2]1[CH:3]=[C:4]2[C:9](=[CH:10][CH:11]=1)[C:8](=[O:12])[NH:7][C:6](=[O:13])/[C:5]/2=[CH:14]/OC.[NH2:17][CH2:18][C:19]1[CH:20]=[CH:21][C:22]([O:26][CH2:27][CH2:28][O:29][CH3:30])=[C:23]([OH:25])[CH:24]=1.[CH2:31](N(CC)CC)C. The catalyst is CN(C=O)C. The product is [Br:1][C:2]1[CH:3]=[C:4]2[C:9](=[CH:10][CH:11]=1)[C:8](=[O:12])[NH:7][C:6](=[O:13])/[C:5]/2=[CH:14]\[NH:17][CH2:18][C:19]1[CH:20]=[CH:21][C:22]([O:26][CH2:27][CH2:28][O:29][CH2:30][CH3:31])=[C:23]([OH:25])[CH:24]=1. The yield is 0.762. (5) The product is [CH2:11]([O:18][C:19]1[CH:27]=[C:22]2[CH2:23][N:24]([C:6]([C:5]3[CH:9]=[CH:10][C:2]([F:1])=[CH:3][CH:4]=3)=[O:7])[CH2:25][CH2:26][N:21]2[N:20]=1)[C:12]1[CH:13]=[CH:14][CH:15]=[CH:16][CH:17]=1. The yield is 0.830. The reactants are [F:1][C:2]1[CH:10]=[CH:9][C:5]([C:6](Cl)=[O:7])=[CH:4][CH:3]=1.[CH2:11]([O:18][C:19]1[CH:27]=[C:22]2[CH2:23][NH:24][CH2:25][CH2:26][N:21]2[N:20]=1)[C:12]1[CH:17]=[CH:16][CH:15]=[CH:14][CH:13]=1.C(N(CC)CC)C. The catalyst is C(Cl)Cl.C([O-])([O-])=O.[Na+].[Na+]. (6) The reactants are [C:9](O[C:9]([O:11][C:12]([CH3:15])([CH3:14])[CH3:13])=[O:10])([O:11][C:12]([CH3:15])([CH3:14])[CH3:13])=[O:10].[C:16]1([C:22]([C:30]2[CH:35]=[CH:34][CH:33]=[CH:32][CH:31]=2)([CH:24]2[CH2:29][CH2:28][NH:27][CH2:26][CH2:25]2)[OH:23])[CH:21]=[CH:20][CH:19]=[CH:18][CH:17]=1.C(N(CC)CC)C. The catalyst is ClCCl. The product is [OH:23][C:22]([C:30]1[CH:35]=[CH:34][CH:33]=[CH:32][CH:31]=1)([C:16]1[CH:17]=[CH:18][CH:19]=[CH:20][CH:21]=1)[CH:24]1[CH2:29][CH2:28][N:27]([C:9]([O:11][C:12]([CH3:13])([CH3:14])[CH3:15])=[O:10])[CH2:26][CH2:25]1. The yield is 1.05. (7) The yield is 0.360. The reactants are [Li][C:2](C)(C)[CH3:3].CCCCC.[C:11]1([S:17]([N:20]2[C:24]3=[N:25][CH:26]=[C:27]([C:29]4[CH:34]=[CH:33][CH:32]=[C:31]([F:35])[CH:30]=4)[CH:28]=[C:23]3[CH:22]=[CH:21]2)(=[O:19])=[O:18])[CH:16]=[CH:15][CH:14]=[CH:13][CH:12]=1.C(I)C. The catalyst is C1COCC1. The product is [C:11]1([S:17]([N:20]2[C:24]3=[N:25][CH:26]=[C:27]([C:29]4[CH:34]=[CH:33][CH:32]=[C:31]([F:35])[CH:30]=4)[CH:28]=[C:23]3[CH:22]=[C:21]2[CH2:2][CH3:3])(=[O:19])=[O:18])[CH:16]=[CH:15][CH:14]=[CH:13][CH:12]=1. (8) The reactants are Cl[C:2](=[O:8])[C:3]([O:5][CH2:6][CH3:7])=[O:4].[NH2:9][C:10]1[N:15]=[C:14]([NH:16][C:17]2[CH:22]=[CH:21][CH:20]=[C:19]([F:23])[CH:18]=2)[N:13]=[C:12]([C:24](=[NH:27])[NH:25]O)[N:11]=1.C1(C)C=CC=CC=1.Cl. The catalyst is N1C=CC=CC=1.C(Cl)Cl. The product is [NH2:9][C:10]1[N:15]=[C:14]([NH:16][C:17]2[CH:22]=[CH:21][CH:20]=[C:19]([F:23])[CH:18]=2)[N:13]=[C:12]([C:24]2[N:27]=[C:2]([C:3]([O:5][CH2:6][CH3:7])=[O:4])[O:8][N:25]=2)[N:11]=1. The yield is 0.170. (9) The reactants are [Cl:1][C:2]1[CH:3]=[C:4]([NH:22][CH:23]([CH3:27])[CH2:24][O:25]C)[C:5]([CH3:21])=[C:6]([CH:20]=1)[C:7]([NH:9][CH2:10][C:11]1[C:12](=[O:19])[NH:13][C:14]([CH3:18])=[CH:15][C:16]=1[CH3:17])=[O:8].[Si](I)(C)(C)C.CO.[O-]S(S([O-])=O)=O.[Na+].[Na+]. The catalyst is C(#N)C. The product is [Cl:1][C:2]1[CH:3]=[C:4]([NH:22][CH:23]([CH3:27])[CH2:24][OH:25])[C:5]([CH3:21])=[C:6]([CH:20]=1)[C:7]([NH:9][CH2:10][C:11]1[C:12](=[O:19])[NH:13][C:14]([CH3:18])=[CH:15][C:16]=1[CH3:17])=[O:8]. The yield is 0.411.